This data is from Forward reaction prediction with 1.9M reactions from USPTO patents (1976-2016). The task is: Predict the product of the given reaction. (1) Given the reactants [N:1]1[CH:6]=[CH:5][C:4]([N:7]2[CH2:11][CH2:10][NH:9][C:8]2=[O:12])=[CH:3][CH:2]=1.Br[CH2:14][CH2:15][CH2:16][CH2:17][CH2:18][CH2:19][O:20][C:21]1[CH:22]=[N:23][CH:24]=[C:25]([Cl:27])[CH:26]=1.[H-].[Na+], predict the reaction product. The product is: [Cl:27][C:25]1[CH:26]=[C:21]([O:20][CH2:19][CH2:18][CH2:17][CH2:16][CH2:15][CH2:14][N:9]2[CH2:10][CH2:11][N:7]([C:4]3[CH:3]=[CH:2][N:1]=[CH:6][CH:5]=3)[C:8]2=[O:12])[CH:22]=[N:23][CH:24]=1. (2) Given the reactants Br[C:2]1[CH:19]=[CH:18][C:5]2[N:6]([CH2:12][CH:13]3[CH2:15][C:14]3([F:17])[F:16])[S:7](=[O:11])(=[O:10])[N:8]([CH3:9])[C:4]=2[CH:3]=1.[F:20][C:21]1[CH:26]=[CH:25][C:24]([C:27]([O:29][CH3:30])=[O:28])=[CH:23][C:22]=1B(O)O.C(=O)([O-])[O-].[Cs+].[Cs+], predict the reaction product. The product is: [F:16][C:14]1([F:17])[CH2:15][CH:13]1[CH2:12][N:6]1[C:5]2[CH:18]=[CH:19][C:2]([C:22]3[CH:23]=[C:24]([CH:25]=[CH:26][C:21]=3[F:20])[C:27]([O:29][CH3:30])=[O:28])=[CH:3][C:4]=2[N:8]([CH3:9])[S:7]1(=[O:11])=[O:10]. (3) Given the reactants [C:1]([C:5]1[CH:9]=[C:8]([NH:10][C:11]([NH:13][C:14]2[CH:19]=[C:18]([C:20]3[C:31](=[O:32])[N:30]([CH3:33])[C:23]4[N:24]=[C:25](SC)[N:26]=[CH:27][C:22]=4[CH:21]=3)[C:17]([CH3:34])=[CH:16][C:15]=2[F:35])=[O:12])[O:7][N:6]=1)([CH3:4])([CH3:3])[CH3:2].[CH3:36][NH2:37], predict the reaction product. The product is: [C:1]([C:5]1[CH:9]=[C:8]([NH:10][C:11]([NH:13][C:14]2[CH:19]=[C:18]([C:20]3[C:31](=[O:32])[N:30]([CH3:33])[C:23]4[N:24]=[C:25]([NH:37][CH3:36])[N:26]=[CH:27][C:22]=4[CH:21]=3)[C:17]([CH3:34])=[CH:16][C:15]=2[F:35])=[O:12])[O:7][N:6]=1)([CH3:4])([CH3:3])[CH3:2]. (4) Given the reactants Cl[C:2]1C=CC2SC=C(CN3CCN(C4SC(C(O)=O)=C(C)N=4)C3=O)C=2C=1.C[C:28]1[N:29]=[C:30]([N:36]2[CH2:40][CH2:39][N:38]([CH2:41][C:42]3[CH:43]=[CH:44][CH:45]=[C:46]4[C:51]=3[N:50]=[CH:49][CH:48]=[CH:47]4)[C:37]2=[O:52])[S:31][C:32]=1[C:33]([OH:35])=O.[NH2:53][CH2:54][C:55]1[CH:56]=[N:57][CH:58]=[CH:59][CH:60]=1, predict the reaction product. The product is: [CH3:2][SH:31]1[C:32]([C:33]([NH:53][CH2:54][C:55]2[CH:56]=[N:57][CH:58]=[CH:59][CH:60]=2)=[O:35])=[CH:28][N:29]=[C:30]1[N:36]1[CH2:40][CH2:39][N:38]([CH2:41][C:42]2[CH:43]=[CH:44][CH:45]=[C:46]3[C:51]=2[N:50]=[CH:49][CH:48]=[CH:47]3)[C:37]1=[O:52]. (5) Given the reactants [O:1]1[CH2:6][CH2:5][O:4][C:3]2[CH:7]=[C:8]([C:11]3[C:12]([CH3:29])=[C:13]([CH:26]=[CH:27][CH:28]=3)[CH2:14][O:15][C:16]3[C:23]([CH3:24])=[CH:22][C:19]([CH:20]=[O:21])=[C:18]([OH:25])[CH:17]=3)[CH:9]=[CH:10][C:2]1=2.Br.Br[CH2:32][C:33]1[CH:34]=[N:35][CH:36]=[CH:37][CH:38]=1.C(=O)([O-])[O-].[Cs+].[Cs+].O, predict the reaction product. The product is: [O:1]1[CH2:6][CH2:5][O:4][C:3]2[CH:7]=[C:8]([C:11]3[C:12]([CH3:29])=[C:13]([CH:26]=[CH:27][CH:28]=3)[CH2:14][O:15][C:16]3[C:23]([CH3:24])=[CH:22][C:19]([CH:20]=[O:21])=[C:18]([O:25][CH2:32][C:33]4[CH:34]=[N:35][CH:36]=[CH:37][CH:38]=4)[CH:17]=3)[CH:9]=[CH:10][C:2]1=2. (6) Given the reactants C([N:4]1[C:12]2[C:7](=[CH:8][CH:9]=[CH:10][CH:11]=2)[C:6](=[C:13](OCC)[C:14]2[CH:19]=[CH:18][CH:17]=[CH:16][CH:15]=2)[C:5]1=[O:23])(=O)C.[NH2:24][C:25]1[CH:30]=[CH:29][CH:28]=[CH:27][CH:26]=1.CO.[OH-].[Na+], predict the reaction product. The product is: [NH:24](/[C:13](=[C:6]1\[C:5](=[O:23])[NH:4][C:12]2[C:7]\1=[CH:8][CH:9]=[CH:10][CH:11]=2)/[C:14]1[CH:15]=[CH:16][CH:17]=[CH:18][CH:19]=1)[C:25]1[CH:30]=[CH:29][CH:28]=[CH:27][CH:26]=1. (7) Given the reactants [N+:1]([C:4]1[CH:12]=[CH:11][C:7]([C:8]([OH:10])=O)=[C:6]([C:13]([F:16])([F:15])[F:14])[CH:5]=1)([O-])=O.ClCCl.C(Cl)(=O)C(Cl)=O.[CH3:26][N:27]1[CH2:32][CH2:31][NH:30][CH2:29][CH2:28]1, predict the reaction product. The product is: [CH3:26][N:27]1[CH2:32][CH2:31][N:30]([C:8]([C:7]2[CH:11]=[CH:12][C:4]([NH2:1])=[CH:5][C:6]=2[C:13]([F:16])([F:15])[F:14])=[O:10])[CH2:29][CH2:28]1. (8) Given the reactants [S:1]1[CH:5]=[CH:4][N:3]=[CH:2]1.C([Li])CCC.[CH3:11][O:12][C:13]1[CH:14]=[C:15]2[C:20](=[CH:21][C:22]=1[O:23][CH3:24])[N:19]=[CH:18][CH:17]=[C:16]2[O:25][C:26]1[CH:33]=[CH:32][C:31]([O:34][CH3:35])=[CH:30][C:27]=1[CH:28]=[O:29].[Cl-].[NH4+], predict the reaction product. The product is: [CH3:11][O:12][C:13]1[CH:14]=[C:15]2[C:20](=[CH:21][C:22]=1[O:23][CH3:24])[N:19]=[CH:18][CH:17]=[C:16]2[O:25][C:26]1[CH:33]=[CH:32][C:31]([O:34][CH3:35])=[CH:30][C:27]=1[CH:28]([C:2]1[S:1][CH:5]=[CH:4][N:3]=1)[OH:29].